From a dataset of Reaction yield outcomes from USPTO patents with 853,638 reactions. Predict the reaction yield, written as a fraction of the theoretical maximum amount of product (1.0 means a 100% yield; for example, 0.34 means a 34% yield). (1) The reactants are [CH:1]1([C:4]2([F:34])[CH2:7][N:6]([C:8]3[CH:13]=[C:12]([NH:14][C:15]4[NH:19][N:18]=[C:17]([CH3:20])[CH:16]=4)[N:11]=[C:10]([O:21][C@H:22]4[CH2:26][CH2:25][N:24]([C:27](OC(C)(C)C)=[O:28])[CH2:23]4)[N:9]=3)[CH2:5]2)[CH2:3][CH2:2]1.FC(F)(F)C(O)=O.C(Cl)CCl.C1C=CC2N(O)N=NC=2C=1.CCN(C(C)C)C(C)C.[Cl:65][C:66]1[CH:67]=[CH:68][C:69]([F:75])=[C:70]([CH:74]=1)C(O)=O. The catalyst is ClCCl.CN(C=O)C.C(OC(=O)C)C. The product is [Cl:65][C:66]1[CH:74]=[CH:70][C:69]([F:75])=[C:68]([C:27]([N:24]2[CH2:25][CH2:26][C@H:22]([O:21][C:10]3[N:9]=[C:8]([N:6]4[CH2:7][C:4]([CH:1]5[CH2:3][CH2:2]5)([F:34])[CH2:5]4)[CH:13]=[C:12]([NH:14][C:15]4[NH:19][N:18]=[C:17]([CH3:20])[CH:16]=4)[N:11]=3)[CH2:23]2)=[O:28])[CH:67]=1. The yield is 0.160. (2) The reactants are [C:1]([O:5][C:6]([NH:8][C:9]1[CH:14]=[CH:13][C:12](B(O)O)=[CH:11][CH:10]=1)=[O:7])([CH3:4])([CH3:3])[CH3:2].[Br:18][C:19]1[CH:24]=[CH:23][C:22](Br)=[CH:21][CH:20]=1.C(=O)([O-])[O-].[K+].[K+]. The catalyst is COCCOC.C(OCC)(=O)C. The product is [C:1]([O:5][C:6](=[O:7])[NH:8][C:9]1[CH:14]=[CH:13][C:12]([C:22]2[CH:23]=[CH:24][C:19]([Br:18])=[CH:20][CH:21]=2)=[CH:11][CH:10]=1)([CH3:4])([CH3:3])[CH3:2]. The yield is 0.590. (3) The reactants are [CH2:1]([NH:3][C:4]1[C:9]([CH:10]=O)=[CH:8][N:7]=[C:6]([S:12][CH3:13])[N:5]=1)[CH3:2].C(O[C:17](=[O:29])[CH2:18][C:19]1[CH:24]=[C:23]([O:25][CH3:26])[CH:22]=[C:21]([O:27][CH3:28])[CH:20]=1)C.N12CCCN=C1CCCCC2.C(O)C. The catalyst is CS(C)=O. The product is [CH3:13][S:12][C:6]1[N:7]=[CH:8][C:9]2[CH:10]=[C:18]([C:19]3[CH:20]=[C:21]([O:27][CH3:28])[CH:22]=[C:23]([O:25][CH3:26])[CH:24]=3)[C:17](=[O:29])[N:3]([CH2:1][CH3:2])[C:4]=2[N:5]=1. The yield is 0.840.